Dataset: Reaction yield outcomes from USPTO patents with 853,638 reactions. Task: Predict the reaction yield, written as a fraction of the theoretical maximum amount of product (1.0 means a 100% yield; for example, 0.34 means a 34% yield). (1) The reactants are [O:1]=[C:2]1[C:11]2[C:6](=[CH:7][CH:8]=[CH:9][CH:10]=2)[N:5]=[C:4]([CH2:12][CH2:13][CH2:14][C:15]([OH:17])=O)[NH:3]1.FC(F)(F)C(O)=O.[Cl:25][C:26]1[CH:31]=[CH:30][CH:29]=[CH:28][C:27]=1[C:32]1[O:33][C:34]([CH:37]2[CH2:42][CH2:41][NH:40][CH2:39][CH2:38]2)=[N:35][N:36]=1. No catalyst specified. The product is [Cl:25][C:26]1[CH:31]=[CH:30][CH:29]=[CH:28][C:27]=1[C:32]1[O:33][C:34]([CH:37]2[CH2:42][CH2:41][N:40]([C:15](=[O:17])[CH2:14][CH2:13][CH2:12][C:4]3[NH:3][C:2](=[O:1])[C:11]4[C:6](=[CH:7][CH:8]=[CH:9][CH:10]=4)[N:5]=3)[CH2:39][CH2:38]2)=[N:35][N:36]=1. The yield is 0.420. (2) The reactants are [Cl:1][C:2]1[CH:7]=[CH:6][CH:5]=[CH:4][C:3]=1[C:8]1[NH:9][CH:10]=[C:11]([C:13]([F:16])([F:15])[F:14])[N:12]=1.[Br:17][C:18]1[CH:23]=[CH:22][C:21](B(O)O)=[CH:20][CH:19]=1.CN(CCN(C)C)C. The catalyst is ClCCl. The product is [Br:17][C:18]1[CH:23]=[CH:22][C:21]([N:9]2[CH:10]=[C:11]([C:13]([F:16])([F:14])[F:15])[N:12]=[C:8]2[C:3]2[CH:4]=[CH:5][CH:6]=[CH:7][C:2]=2[Cl:1])=[CH:20][CH:19]=1. The yield is 0.250. (3) The catalyst is CN(C)C=O. The reactants are [F:1][C:2]1[CH:3]=[C:4]([CH:28]=[CH:29][CH:30]=1)[O:5][C:6]1[CH:11]=[CH:10][C:9]([C:12]2[C:20]3[C:15](=[N:16][CH:17]=[N:18][C:19]=3[NH2:21])[N:14]([CH2:22][C@H:23]3[CH2:27][CH2:26][CH2:25][NH:24]3)[N:13]=2)=[CH:8][CH:7]=1.[C:31]([CH2:33][C:34](O)=[O:35])#[N:32].CN(C(ON1N=NC2C=CC=NC1=2)=[N+](C)C)C.F[P-](F)(F)(F)(F)F.C(N(CC)CC)C. The yield is 0.600. The product is [NH2:21][C:19]1[N:18]=[CH:17][N:16]=[C:15]2[N:14]([CH2:22][C@H:23]3[CH2:27][CH2:26][CH2:25][N:24]3[C:34](=[O:35])[CH2:33][C:31]#[N:32])[N:13]=[C:12]([C:9]3[CH:10]=[CH:11][C:6]([O:5][C:4]4[CH:28]=[CH:29][CH:30]=[C:2]([F:1])[CH:3]=4)=[CH:7][CH:8]=3)[C:20]=12. (4) The reactants are [Cl:1][C:2]1[CH:3]=[C:4]([C:9]([C:22]([F:25])([F:24])[F:23])=[CH:10][C:11]([C:13]2[CH:14]=[CH:15][C:16]([F:21])=[C:17]([CH:20]=2)[C:18]#[N:19])=O)[CH:5]=[C:6]([Cl:8])[CH:7]=1.[OH-:26].[Na+].Cl.[NH2:29]O.Cl. The catalyst is C1(C)C=CC=CC=1.O.CN1CCCC1=O. The product is [Cl:1][C:2]1[CH:3]=[C:4]([C:9]2([C:22]([F:25])([F:24])[F:23])[O:26][N:29]=[C:11]([C:13]3[CH:14]=[CH:15][C:16]([F:21])=[C:17]([CH:20]=3)[C:18]#[N:19])[CH2:10]2)[CH:5]=[C:6]([Cl:8])[CH:7]=1. The yield is 0.929. (5) The reactants are [C:1](#[N:8])[C:2]1[CH:7]=[CH:6][CH:5]=[CH:4][CH:3]=1.[Cl-].[NH4+].[N:11]([Na])=[N+:12]=[N-:13]. The catalyst is CN(C=O)C.[Cl-].[Li+]. The product is [C:2]1([C:1]2[NH:13][N:12]=[N:11][N:8]=2)[CH:7]=[CH:6][CH:5]=[CH:4][CH:3]=1. The yield is 0.910. (6) The reactants are [F:1][C:2]([F:34])([F:33])[C:3]1[CH:4]=[C:5]([CH:26]=[C:27]([C:29]([F:32])([F:31])[F:30])[CH:28]=1)[CH2:6][N:7]([CH2:14][C:15]1[CH:20]=[C:19]([C:21]([F:24])([F:23])[F:22])[CH:18]=[CH:17][C:16]=1Br)[C:8]1[N:9]=[N:10][N:11]([CH3:13])[N:12]=1.[Cu](C#N)[C:36]#[N:37]. The catalyst is CN(C=O)C.C(OCC)(=O)C. The product is [F:1][C:2]([F:34])([F:33])[C:3]1[CH:4]=[C:5]([CH:26]=[C:27]([C:29]([F:32])([F:31])[F:30])[CH:28]=1)[CH2:6][N:7]([CH2:14][C:15]1[CH:20]=[C:19]([C:21]([F:24])([F:23])[F:22])[CH:18]=[CH:17][C:16]=1[C:36]#[N:37])[C:8]1[N:9]=[N:10][N:11]([CH3:13])[N:12]=1. The yield is 0.950. (7) The reactants are [NH2:1][C:2]1[C:3]([C:7]([OH:9])=O)=[N:4][S:5][N:6]=1.[Br:10][C:11]1[CH:12]=[C:13]([CH:15]=[CH:16][C:17]=1[F:18])[NH2:14].F[P-](F)(F)(F)(F)F.N1(OC(N(C)C)=[N+](C)C)C2C=CC=CC=2N=N1.C(N(CC)C(C)C)(C)C. The catalyst is CN(C)C=O.[Cl-].[Na+].O.Cl. The product is [NH2:1][C:2]1[C:3]([C:7]([NH:14][C:13]2[CH:15]=[CH:16][C:17]([F:18])=[C:11]([Br:10])[CH:12]=2)=[O:9])=[N:4][S:5][N:6]=1. The yield is 0.760. (8) The reactants are [NH2:1][C:2]1[C:3]([F:22])=[C:4]([C:10]([C:12]2[CH:13]=[C:14]3[C:19](=[CH:20][CH:21]=2)[N:18]=[CH:17][N:16]=[CH:15]3)=[O:11])[C:5]([F:9])=[C:6]([F:8])[CH:7]=1.[CH2:23]([S:26](Cl)(=[O:28])=[O:27])[CH2:24][CH3:25]. The catalyst is C(Cl)Cl. The product is [CH2:23]([S:26]([N:1]([C:2]1[CH:7]=[C:6]([F:8])[C:5]([F:9])=[C:4]([C:10]([C:12]2[CH:13]=[C:14]3[C:19](=[CH:20][CH:21]=2)[N:18]=[CH:17][N:16]=[CH:15]3)=[O:11])[C:3]=1[F:22])[S:26]([CH2:23][CH2:24][CH3:25])(=[O:28])=[O:27])(=[O:28])=[O:27])[CH2:24][CH3:25]. The yield is 0.340. (9) The reactants are [NH2:1][C:2]1[CH:3]=[CH:4][C:5]([F:26])=[C:6]([C:8]2[C:17]3[C:12](=[CH:13][CH:14]=[C:15]([C:18]4[CH:19]=[N:20][N:21]([CH3:23])[CH:22]=4)[CH:16]=3)[C:11](=[O:24])[N:10]([CH3:25])[CH:9]=2)[CH:7]=1.[CH3:27][S:28](Cl)(=[O:30])=[O:29]. The catalyst is N1C=CC=CC=1.C(Cl)Cl. The product is [F:26][C:5]1[CH:4]=[CH:3][C:2]([NH:1][S:28]([CH3:27])(=[O:30])=[O:29])=[CH:7][C:6]=1[C:8]1[C:17]2[C:12](=[CH:13][CH:14]=[C:15]([C:18]3[CH:19]=[N:20][N:21]([CH3:23])[CH:22]=3)[CH:16]=2)[C:11](=[O:24])[N:10]([CH3:25])[CH:9]=1. The yield is 0.780. (10) The reactants are [Si:1]([O:8][CH:9]1[CH2:14][CH:13]([NH:15][C:16]2[N:21]=[C:20]([C:22]3[C:30]4[C:25](=[CH:26][CH:27]=[CH:28][CH:29]=4)[N:24]([S:31]([C:34]4[CH:39]=[CH:38][CH:37]=[CH:36][CH:35]=4)(=[O:33])=[O:32])[CH:23]=3)[C:19]([Cl:40])=[CH:18][N:17]=2)[CH2:12][CH:11]([NH2:41])[CH2:10]1)([C:4]([CH3:7])([CH3:6])[CH3:5])([CH3:3])[CH3:2].[C:42]([O:46][C:47]([NH:49][C:50]1[CH:58]=[CH:57][C:53]([C:54](O)=[O:55])=[CH:52][CH:51]=1)=[O:48])([CH3:45])([CH3:44])[CH3:43].CN(C(ON1N=NC2C=CC=CC1=2)=[N+](C)C)C.F[P-](F)(F)(F)(F)F.CCN(C(C)C)C(C)C. The catalyst is C(Cl)Cl. The product is [Si:1]([O:8][CH:9]1[CH2:14][CH:13]([NH:15][C:16]2[N:21]=[C:20]([C:22]3[C:30]4[C:25](=[CH:26][CH:27]=[CH:28][CH:29]=4)[N:24]([S:31]([C:34]4[CH:35]=[CH:36][CH:37]=[CH:38][CH:39]=4)(=[O:33])=[O:32])[CH:23]=3)[C:19]([Cl:40])=[CH:18][N:17]=2)[CH2:12][CH:11]([NH:41][C:54]([C:53]2[CH:52]=[CH:51][C:50]([NH:49][C:47](=[O:48])[O:46][C:42]([CH3:44])([CH3:43])[CH3:45])=[CH:58][CH:57]=2)=[O:55])[CH2:10]1)([C:4]([CH3:5])([CH3:6])[CH3:7])([CH3:3])[CH3:2]. The yield is 0.710.